This data is from Full USPTO retrosynthesis dataset with 1.9M reactions from patents (1976-2016). The task is: Predict the reactants needed to synthesize the given product. (1) Given the product [C:29]([O:18][CH2:17][C:11]1[CH:12]=[C:13]([O:15][CH3:16])[CH:14]=[C:9]([N:7]2[N:6]=[C:5]3[CH:20]=[CH:21][C:2]([F:1])=[CH:3][C:4]3=[N:8]2)[C:10]=1[OH:19])(=[O:33])[C:30]([CH3:32])=[CH2:31], predict the reactants needed to synthesize it. The reactants are: [F:1][C:2]1[CH:21]=[CH:20][C:5]2=[N:6][N:7]([C:9]3[CH:14]=[C:13]([O:15][CH3:16])[CH:12]=[C:11]([CH2:17][OH:18])[C:10]=3[OH:19])[N:8]=[C:4]2[CH:3]=1.C(N(CC)CC)C.[C:29](Cl)(=[O:33])[C:30]([CH3:32])=[CH2:31]. (2) Given the product [C:3]([NH:5][N:6]1[CH2:11][CH2:10][CH:9]([C:12]2[CH:13]=[CH:14][C:15]([C:18]3[N:23]=[C:22]([NH2:24])[CH:21]=[CH:20][CH:19]=3)=[CH:16][CH:17]=2)[CH2:8][CH2:7]1)(=[O:4])[CH3:2], predict the reactants needed to synthesize it. The reactants are: I[CH2:2][C:3]([NH2:5])=[O:4].[NH:6]1[CH2:11][CH2:10][CH:9]([C:12]2[CH:17]=[CH:16][C:15]([C:18]3[N:23]=[C:22]([NH2:24])[CH:21]=[CH:20][CH:19]=3)=[CH:14][CH:13]=2)[CH2:8][CH2:7]1. (3) Given the product [C:1]([O:5][C:6]([N:8]1[CH2:12][C:11](=[O:13])[CH2:10][C@@H:9]1[C@H:21]1[O:25][C:24]([CH3:26])([CH3:27])[N:23]([C:28](=[O:30])[CH3:29])[C@H:22]1[CH2:31][C:32]1[CH:33]=[C:34]([F:39])[CH:35]=[C:36]([F:38])[CH:37]=1)=[O:7])([CH3:2])([CH3:3])[CH3:4], predict the reactants needed to synthesize it. The reactants are: [C:1]([O:5][C:6]([N:8]1[CH2:12][C@H:11]([O:13]CC(=O)C(C)(C)C)[CH2:10][C@@H:9]1[C@H:21]1[O:25][C:24]([CH3:27])([CH3:26])[N:23]([C:28](=[O:30])[CH3:29])[C@H:22]1[CH2:31][C:32]1[CH:37]=[C:36]([F:38])[CH:35]=[C:34]([F:39])[CH:33]=1)=[O:7])([CH3:4])([CH3:3])[CH3:2].C(N(CC)CC)C. (4) The reactants are: O[Li].O.[CH:4]1([C:7]#[C:8][C:9]2[O:13][N:12]=[C:11]([CH2:14][CH2:15][C@@:16]([CH3:26])([S:22]([CH3:25])(=[O:24])=[O:23])[C:17]([O:19]CC)=[O:18])[CH:10]=2)[CH2:6][CH2:5]1. Given the product [CH:4]1([C:7]#[C:8][C:9]2[O:13][N:12]=[C:11]([CH2:14][CH2:15][C@@:16]([CH3:26])([S:22]([CH3:25])(=[O:23])=[O:24])[C:17]([OH:19])=[O:18])[CH:10]=2)[CH2:5][CH2:6]1, predict the reactants needed to synthesize it. (5) The reactants are: [Br:1][C:2]1[CH:3]=[C:4]2[NH:10][C:9](=O)[C:8]([CH3:13])([CH3:12])[C:5]2=[N:6][CH:7]=1.[H-].COCCO[Al+]OCCOC.[Na+].[H-]. Given the product [Br:1][C:2]1[CH:3]=[C:4]2[NH:10][CH2:9][C:8]([CH3:13])([CH3:12])[C:5]2=[N:6][CH:7]=1, predict the reactants needed to synthesize it.